This data is from Full USPTO retrosynthesis dataset with 1.9M reactions from patents (1976-2016). The task is: Predict the reactants needed to synthesize the given product. (1) Given the product [Cl:1][C:2]1[CH:3]=[CH:4][C:5]2[N:6]([C:8]([CH2:11][C:13]3[CH:14]=[C:15]4[C:19](=[CH:20][CH:21]=3)[N:18]([CH3:22])[N:17]=[CH:16]4)=[CH:9][N:10]=2)[N:7]=1, predict the reactants needed to synthesize it. The reactants are: [Cl:1][C:2]1[CH:3]=[CH:4][C:5]2[N:6]([C:8]([CH:11]([C:13]3[CH:14]=[C:15]4[C:19](=[CH:20][CH:21]=3)[N:18]([CH3:22])[N:17]=[CH:16]4)O)=[CH:9][N:10]=2)[N:7]=1.II.O[PH2]=O. (2) The reactants are: C([O:3][C:4]([C:6]1[CH:11]=[C:10]([CH2:12][CH3:13])[N:9]=[C:8]([S:14][CH3:15])[N:7]=1)=[O:5])C.[Li+].[OH-].Cl. Given the product [CH2:12]([C:10]1[N:9]=[C:8]([S:14][CH3:15])[N:7]=[C:6]([C:4]([OH:5])=[O:3])[CH:11]=1)[CH3:13], predict the reactants needed to synthesize it. (3) Given the product [CH2:1]([O:8][C:9]([N:11]1[CH2:16][CH2:15][CH:14]([C:17]2[NH:18][C:19]([C:31]3[CH:36]=[CH:35][CH:34]=[C:33]([CH2:39][CH3:40])[N:32]=3)=[C:20]([C:22]3[CH:30]=[CH:29][C:25]4[O:26][CH2:27][O:28][C:24]=4[CH:23]=3)[N:21]=2)[CH2:13][CH2:12]1)=[O:10])[C:2]1[CH:7]=[CH:6][CH:5]=[CH:4][CH:3]=1, predict the reactants needed to synthesize it. The reactants are: [CH2:1]([O:8][C:9]([N:11]1[CH2:16][CH2:15][CH:14]([C:17]2[NH:18][C:19]([C:31]3[CH:36]=[CH:35][CH:34]=[C:33](Br)[N:32]=3)=[C:20]([C:22]3[CH:30]=[CH:29][C:25]4[O:26][CH2:27][O:28][C:24]=4[CH:23]=3)[N:21]=2)[CH2:13][CH2:12]1)=[O:10])[C:2]1[CH:7]=[CH:6][CH:5]=[CH:4][CH:3]=1.Br[CH:39]1NC(C=O)CC[CH2:40]1.C[Si](C#C)(C)C.[F-].C([N+](CCCC)(CCCC)CCCC)CCC. (4) Given the product [NH2:20][CH2:23][C@@H:24]([NH:51][C:52](=[O:58])[O:53][C:54]([CH3:56])([CH3:55])[CH3:57])[CH2:25][C:26]1[CH:31]=[C:30]([I:32])[C:29]([O:33][C:34]2[CH:35]=[CH:36][C:37]([O:40][CH2:41][C:42]3[CH:47]=[CH:46][C:45]([O:48][CH3:49])=[CH:44][CH:43]=3)=[CH:38][CH:39]=2)=[C:28]([I:50])[CH:27]=1, predict the reactants needed to synthesize it. The reactants are: C1(P(C2C=CC=CC=2)C2C=CC=CC=2)C=CC=CC=1.[N:20]([CH2:23][C@@H:24]([NH:51][C:52](=[O:58])[O:53][C:54]([CH3:57])([CH3:56])[CH3:55])[CH2:25][C:26]1[CH:31]=[C:30]([I:32])[C:29]([O:33][C:34]2[CH:39]=[CH:38][C:37]([O:40][CH2:41][C:42]3[CH:47]=[CH:46][C:45]([O:48][CH3:49])=[CH:44][CH:43]=3)=[CH:36][CH:35]=2)=[C:28]([I:50])[CH:27]=1)=[N+]=[N-]. (5) Given the product [NH2:30][C:29]1[N:25]([CH2:24][CH2:23][NH:15][C:12]2[N:13]=[CH:14][C:9]([NH:8][C:6](=[O:7])[C:5]3[CH:50]=[CH:51][C:2]([Cl:1])=[CH:3][C:4]=3[N:52]([CH3:53])[CH3:54])=[CH:10][CH:11]=2)[N:26]=[CH:27][CH:28]=1, predict the reactants needed to synthesize it. The reactants are: [Cl:1][C:2]1[CH:51]=[CH:50][C:5]([C:6]([NH:8][C:9]2[CH:10]=[CH:11][C:12]([N:15]([CH2:23][CH2:24][N:25]3[C:29]([NH:30]C(C4C=CC=CC=4)(C4C=CC=CC=4)C4C=CC=CC=4)=[CH:28][CH:27]=[N:26]3)C(=O)OC(C)(C)C)=[N:13][CH:14]=2)=[O:7])=[C:4]([N:52]([CH3:54])[CH3:53])[CH:3]=1.FC(F)(F)C(O)=O. (6) Given the product [F:1][C:2]1[CH:8]=[CH:7][C:5]([NH:6][C:10](=[O:14])[C:11]([CH3:13])=[CH2:12])=[CH:4][C:3]=1[CH3:9], predict the reactants needed to synthesize it. The reactants are: [F:1][C:2]1[CH:8]=[CH:7][C:5]([NH2:6])=[CH:4][C:3]=1[CH3:9].[C:10](Cl)(=[O:14])[C:11]([CH3:13])=[CH2:12]. (7) Given the product [Cl:5][C:6]1[C:19]2[C:10]3[C:9]([C:20](=[O:24])[C:21](=[O:22])[C:11]=3[C:12]3[C:17]([CH:18]=2)=[CH:16][CH:15]=[CH:14][CH:13]=3)=[CH:8][CH:7]=1, predict the reactants needed to synthesize it. The reactants are: [Cl-].[Al+3].[Cl-].[Cl-].[Cl:5][C:6]1[C:19]2[C:10](=[CH:11][C:12]3[C:17]([CH:18]=2)=[CH:16][CH:15]=[CH:14][CH:13]=3)[CH:9]=[CH:8][CH:7]=1.[C:20](Cl)(=[O:24])[C:21](Cl)=[O:22].Cl. (8) Given the product [C:7]([N:6]([CH2:5][C:4]([OH:37])=[O:3])[C:11](=[O:36])[C:12]1[CH:17]=[CH:16][CH:15]=[C:14]([CH2:18][O:19][C:20]2[CH:25]=[CH:24][C:23]([C:26]3[CH:31]=[C:30]([F:32])[C:29]([F:33])=[CH:28][C:27]=3[O:34][CH3:35])=[CH:22][CH:21]=2)[CH:13]=1)([CH3:10])([CH3:8])[CH3:9], predict the reactants needed to synthesize it. The reactants are: C([O:3][C:4](=[O:37])[CH2:5][N:6]([C:11](=[O:36])[C:12]1[CH:17]=[CH:16][CH:15]=[C:14]([CH2:18][O:19][C:20]2[CH:25]=[CH:24][C:23]([C:26]3[CH:31]=[C:30]([F:32])[C:29]([F:33])=[CH:28][C:27]=3[O:34][CH3:35])=[CH:22][CH:21]=2)[CH:13]=1)[C:7]([CH3:10])([CH3:9])[CH3:8])C.[Li+].[OH-].